The task is: Predict the reactants needed to synthesize the given product.. This data is from Full USPTO retrosynthesis dataset with 1.9M reactions from patents (1976-2016). (1) Given the product [C:1]([C:5]1[N:10]=[C:9]([O:11][CH2:12][CH3:13])[C:8]([C:14]2[N:15]([C:35]([N:48]3[CH2:47][CH2:46][CH:45]([N:42]4[CH2:43][CH2:44][CH:39]([OH:38])[CH2:40][CH2:41]4)[CH2:50][CH2:49]3)=[O:36])[C:16]([C:28]3[CH:29]=[CH:30][C:31]([Cl:34])=[CH:32][CH:33]=3)([CH3:27])[C:17]([C:20]3[CH:21]=[CH:22][C:23]([Cl:26])=[CH:24][CH:25]=3)([CH3:19])[N:18]=2)=[CH:7][N:6]=1)([CH3:4])([CH3:2])[CH3:3], predict the reactants needed to synthesize it. The reactants are: [C:1]([C:5]1[N:10]=[C:9]([O:11][CH2:12][CH3:13])[C:8]([C:14]2[N:15]([C:35](Cl)=[O:36])[C:16]([C:28]3[CH:33]=[CH:32][C:31]([Cl:34])=[CH:30][CH:29]=3)([CH3:27])[C:17]([C:20]3[CH:25]=[CH:24][C:23]([Cl:26])=[CH:22][CH:21]=3)([CH3:19])[N:18]=2)=[CH:7][N:6]=1)([CH3:4])([CH3:3])[CH3:2].[OH:38][CH:39]1[CH2:44][CH2:43][N:42]([CH:45]2[CH2:50][CH2:49][NH:48][CH2:47][CH2:46]2)[CH2:41][CH2:40]1. (2) Given the product [CH2:28]([N:25]1[C:20]2=[N:21][C:22]([CH2:23][CH3:24])=[C:17]([CH2:16][NH:15][C:13](=[O:14])[CH2:12][C:11]([NH:10][CH2:9][C:4]3[CH:3]=[C:2]([C:44]4[CH:43]=[CH:42][CH:41]=[C:40]([CH:38]=[O:39])[CH:45]=4)[C:7]([F:8])=[CH:6][CH:5]=3)=[O:37])[C:18]([NH:30][CH:31]3[CH2:36][CH2:35][O:34][CH2:33][CH2:32]3)=[C:19]2[CH:27]=[N:26]1)[CH3:29], predict the reactants needed to synthesize it. The reactants are: Br[C:2]1[CH:3]=[C:4]([CH2:9][NH:10][C:11](=[O:37])[CH2:12][C:13]([NH:15][CH2:16][C:17]2[C:18]([NH:30][CH:31]3[CH2:36][CH2:35][O:34][CH2:33][CH2:32]3)=[C:19]3[CH:27]=[N:26][N:25]([CH2:28][CH3:29])[C:20]3=[N:21][C:22]=2[CH2:23][CH3:24])=[O:14])[CH:5]=[CH:6][C:7]=1[F:8].[CH:38]([C:40]1[CH:41]=[C:42](B(O)O)[CH:43]=[CH:44][CH:45]=1)=[O:39].C(=O)([O-])[O-].[Na+].[Na+]. (3) Given the product [NH:14]1[C:22]2[C:17](=[CH:18][CH:19]=[CH:20][CH:21]=2)[C:16]([CH2:23][C@H:24]([NH:26][CH2:7][C:8]([F:11])([CH3:10])[CH3:9])[CH3:25])=[CH:15]1, predict the reactants needed to synthesize it. The reactants are: FC(F)(F)S(O[CH2:7][C:8]([F:11])([CH3:10])[CH3:9])(=O)=O.[NH:14]1[C:22]2[C:17](=[CH:18][CH:19]=[CH:20][CH:21]=2)[C:16]([CH2:23][C@H:24]([NH2:26])[CH3:25])=[CH:15]1.C(N(C(C)C)C(C)C)C. (4) Given the product [CH2:15]([N:19]1[CH:23]=[C:22]([C:24]([CH3:26])([CH3:27])[CH3:25])[S:21]/[C:20]/1=[N:28]\[C:29](=[O:41])[C:30]1[CH:35]=[C:34]([C:36]([F:39])([F:37])[F:38])[CH:33]=[CH:32][C:31]=1[O:8][CH2:7][C@@H:3]1[CH2:4][CH2:5][CH2:6][N:2]1[CH3:1])[CH2:16][CH2:17][CH3:18], predict the reactants needed to synthesize it. The reactants are: [CH3:1][N:2]1[CH2:6][CH2:5][CH2:4][C@H:3]1[CH2:7][OH:8].CC(C)([O-])C.[K+].[CH2:15]([N:19]1[CH:23]=[C:22]([C:24]([CH3:27])([CH3:26])[CH3:25])[S:21]/[C:20]/1=[N:28]\[C:29](=[O:41])[C:30]1[CH:35]=[C:34]([C:36]([F:39])([F:38])[F:37])[CH:33]=[CH:32][C:31]=1F)[CH2:16][CH2:17][CH3:18]. (5) Given the product [Br:15][C:16]1[C:24]2[C:19](=[N:20][C:21]([O:14][CH2:13][C:8]3[CH:9]=[CH:10][CH:11]=[CH:12][N:7]=3)=[CH:22][CH:23]=2)[N:18]([CH3:26])[CH:17]=1, predict the reactants needed to synthesize it. The reactants are: CC(C)([O-])C.[K+].[N:7]1[CH:12]=[CH:11][CH:10]=[CH:9][C:8]=1[CH2:13][OH:14].[Br:15][C:16]1[C:24]2[C:19](=[N:20][C:21](F)=[CH:22][CH:23]=2)[N:18]([CH3:26])[CH:17]=1.O. (6) The reactants are: Br[C:2]1[CH:14]=[C:13]([C:15]#[C:16][C:17]2[CH:22]=[CH:21][N:20]=[CH:19][CH:18]=2)[C:5]2[CH2:6][C:7]3([O:12][C:4]=2[C:3]=1[O:23][CH3:24])[CH2:11][CH2:10][CH2:9][CH2:8]3.C([Li])CCC.O. Given the product [CH3:24][O:23][C:3]1[C:4]2[O:12][C:7]3([CH2:11][CH2:10][CH2:9][CH2:8]3)[CH2:6][C:5]=2[C:13]([C:15]#[C:16][C:17]2[CH:18]=[CH:19][N:20]=[CH:21][CH:22]=2)=[CH:14][CH:2]=1, predict the reactants needed to synthesize it. (7) Given the product [CH2:16]([N:20]1[C:33](=[O:34])[C:32]2[C:27](=[CH:28][CH:29]=[CH:30][CH:31]=2)[C:26]2[CH:25]=[C:24]([CH2:35][OH:36])[CH:23]=[CH:22][C:21]1=2)[CH2:17][CH2:18][CH3:19], predict the reactants needed to synthesize it. The reactants are: O1CCCC1.[BH4-].[Li+].C([Si](C)(C)Cl)(C)(C)C.[CH2:16]([N:20]1[C:33](=[O:34])[C:32]2[C:27](=[CH:28][CH:29]=[CH:30][CH:31]=2)[C:26]2[CH:25]=[C:24]([C:35](OC)=[O:36])[CH:23]=[CH:22][C:21]1=2)[CH2:17][CH2:18][CH3:19]. (8) Given the product [O:3]1[C:7]2[CH:8]=[CH:9][CH:10]=[C:11]([CH:12]3[CH2:17][CH2:16][N:15]([CH2:18][CH2:19][C@H:20]4[CH2:21][CH2:22][C@H:23]([NH:26][C:27](=[O:31])[C:28]#[C:29][CH3:30])[CH2:24][CH2:25]4)[CH2:14][CH2:13]3)[C:6]=2[CH2:5][CH2:4]1, predict the reactants needed to synthesize it. The reactants are: Cl.Cl.[O:3]1[C:7]2[CH:8]=[CH:9][CH:10]=[C:11]([CH:12]3[CH2:17][CH2:16][N:15]([CH2:18][CH2:19][C@H:20]4[CH2:25][CH2:24][C@H:23]([NH2:26])[CH2:22][CH2:21]4)[CH2:14][CH2:13]3)[C:6]=2[CH2:5][CH2:4]1.[C:27](O)(=[O:31])[C:28]#[C:29][CH3:30]. (9) Given the product [C:11]1([C:17]([C:32]2[CH:37]=[CH:36][CH:35]=[CH:34][CH:33]=2)([C:26]2[CH:27]=[CH:28][CH:29]=[CH:30][CH:31]=2)[N:18]2[CH2:23][CH2:22][CH2:21][CH2:20][C@H:19]2[CH:24]=[O:25])[CH:12]=[CH:13][CH:14]=[CH:15][CH:16]=1, predict the reactants needed to synthesize it. The reactants are: C(Cl)(C(Cl)=O)=O.CS(C)=O.[C:11]1([C:17]([C:32]2[CH:37]=[CH:36][CH:35]=[CH:34][CH:33]=2)([C:26]2[CH:31]=[CH:30][CH:29]=[CH:28][CH:27]=2)[N:18]2[CH2:23][CH2:22][CH2:21][CH2:20][C@H:19]2[CH2:24][OH:25])[CH:16]=[CH:15][CH:14]=[CH:13][CH:12]=1.CCN(CC)CC.